This data is from Full USPTO retrosynthesis dataset with 1.9M reactions from patents (1976-2016). The task is: Predict the reactants needed to synthesize the given product. (1) Given the product [F:25][C:21]1[CH:20]=[C:19]([CH:24]=[CH:23][CH:22]=1)[CH2:18][O:17][C:14]1[CH:13]=[CH:12][C:11]([N:7]2[C:8](=[O:10])[CH2:9][CH:5]([C:3]([OH:4])=[O:2])[CH2:6]2)=[CH:16][CH:15]=1, predict the reactants needed to synthesize it. The reactants are: C[O:2][C:3]([CH:5]1[CH2:9][C:8](=[O:10])[N:7]([C:11]2[CH:16]=[CH:15][C:14]([O:17][CH2:18][C:19]3[CH:24]=[CH:23][CH:22]=[C:21]([F:25])[CH:20]=3)=[CH:13][CH:12]=2)[CH2:6]1)=[O:4].[OH-].[Na+].Cl. (2) Given the product [Cl:2][C:3]1[C:4]([CH:10]2[CH2:15][CH2:14][CH2:13][CH2:12][CH:11]2[NH:16][C:28](=[O:29])[C:27]2[CH:31]=[CH:32][CH:33]=[CH:34][C:26]=2[C:25]([F:24])([F:35])[F:36])=[N:5][CH:6]=[C:7]([Cl:9])[CH:8]=1, predict the reactants needed to synthesize it. The reactants are: Cl.[Cl:2][C:3]1[C:4]([CH:10]2[CH2:15][CH2:14][CH2:13][CH2:12][CH:11]2[NH2:16])=[N:5][CH:6]=[C:7]([Cl:9])[CH:8]=1.C(N(CC)CC)C.[F:24][C:25]([F:36])([F:35])[C:26]1[CH:34]=[CH:33][CH:32]=[CH:31][C:27]=1[C:28](Cl)=[O:29]. (3) Given the product [N+:1]([C:4]1[CH:5]=[CH:6][C:7]([CH2:8][CH:9]([CH2:18][NH:19][CH2:20][CH2:21][NH:22][CH2:23][C:24]2[CH:29]=[CH:28][CH:27]=[CH:26][CH:25]=2)[NH:10][CH2:11][C:12]2[CH:17]=[CH:16][CH:15]=[CH:14][CH:13]=2)=[CH:31][CH:32]=1)([O-:3])=[O:2], predict the reactants needed to synthesize it. The reactants are: [N+:1]([C:4]1[CH:32]=[CH:31][C:7]([CH2:8][CH:9]([C:18](=O)[NH:19][CH2:20][CH2:21][N:22]=[CH:23][C:24]2[CH:29]=[CH:28][CH:27]=[CH:26][CH:25]=2)[N:10]=[CH:11][C:12]2[CH:17]=[CH:16][CH:15]=[CH:14][CH:13]=2)=[CH:6][CH:5]=1)([O-:3])=[O:2].B.C1COCC1. (4) Given the product [Cl:37][C:35]1[C:28]2[C:29](=[N:30][CH:31]=[CH:32][C:27]=2[C:10]2[N:11]=[C:12]([N:14]3[CH2:19][CH2:18][N:17]([C:20]([O:22][C:23]([CH3:26])([CH3:25])[CH3:24])=[O:21])[CH2:16][CH2:15]3)[C:13]3[C:4]([CH:1]4[CH2:2][CH2:3]4)=[CH:5][N:6]=[CH:7][C:8]=3[N:9]=2)[NH:33][C:34]=1[CH3:36], predict the reactants needed to synthesize it. The reactants are: [CH:1]1([C:4]2[C:13]3[C:12]([N:14]4[CH2:19][CH2:18][N:17]([C:20]([O:22][C:23]([CH3:26])([CH3:25])[CH3:24])=[O:21])[CH2:16][CH2:15]4)=[N:11][C:10]([C:27]4[CH:32]=[CH:31][N:30]=[C:29]5[NH:33][C:34]([CH3:36])=[CH:35][C:28]=45)=[N:9][C:8]=3[CH:7]=[N:6][CH:5]=2)[CH2:3][CH2:2]1.[Cl:37]N1C(=O)CCC1=O. (5) Given the product [Br:18][C:6]1[N:2]([CH3:1])[CH:3]=[C:4]([C:7]([O:9][CH3:10])=[O:8])[CH:5]=1, predict the reactants needed to synthesize it. The reactants are: [CH3:1][N:2]1[CH:6]=[CH:5][C:4]([C:7]([O:9][CH3:10])=[O:8])=[CH:3]1.C1C(=O)N([Br:18])C(=O)C1. (6) The reactants are: [Cl:1][C:2]1[C:11]2[C:6](=[CH:7][CH:8]=[CH:9][C:10]=2[NH:12][CH:13]2[CH2:18][CH2:17][N:16](C(OC(C)(C)C)=O)[CH2:15][CH2:14]2)[CH:5]=[N:4][CH:3]=1.Cl.CO. Given the product [ClH:1].[Cl:1][C:2]1[C:11]2[C:6](=[CH:7][CH:8]=[CH:9][C:10]=2[NH:12][CH:13]2[CH2:18][CH2:17][NH:16][CH2:15][CH2:14]2)[CH:5]=[N:4][CH:3]=1, predict the reactants needed to synthesize it. (7) Given the product [Cl:14][C:13]1[C:8]2[CH2:7][CH2:6][C:5]3[CH:15]=[CH:16][CH:17]=[CH:18][C:4]=3[C:3](=[CH:2][C:26]3[CH:27]=[CH:28][C:22]4[O:21][C:20](=[O:19])[NH:24][C:23]=4[CH:25]=3)[C:9]=2[CH:10]=[CH:11][CH:12]=1, predict the reactants needed to synthesize it. The reactants are: Br[CH:2]=[C:3]1[C:9]2[CH:10]=[CH:11][CH:12]=[C:13]([Cl:14])[C:8]=2[CH2:7][CH2:6][C:5]2[CH:15]=[CH:16][CH:17]=[CH:18][C:4]1=2.[O:19]=[C:20]1[NH:24][C:23]2[CH:25]=[C:26](B(O)O)[CH:27]=[CH:28][C:22]=2[O:21]1.